From a dataset of Full USPTO retrosynthesis dataset with 1.9M reactions from patents (1976-2016). Predict the reactants needed to synthesize the given product. Given the product [Cl:1][C:2]1[CH:18]=[CH:17][C:5]2[CH2:6][CH2:7][N:8]([C:11](=[O:16])[C:12]([F:15])([F:14])[F:13])[CH2:9][CH2:10][C:4]=2[C:3]=1[C:30]#[C:29][CH2:28][CH2:27][NH:31][C:32](=[O:37])[C:33]([CH3:35])([CH3:34])[CH3:36], predict the reactants needed to synthesize it. The reactants are: [Cl:1][C:2]1[CH:18]=[CH:17][C:5]2[CH2:6][CH2:7][N:8]([C:11](=[O:16])[C:12]([F:15])([F:14])[F:13])[CH2:9][CH2:10][C:4]=2[C:3]=1OS(C(F)(F)F)(=O)=O.[CH2:27]([NH:31][C:32](=[O:37])[C:33]([CH3:36])([CH3:35])[CH3:34])[CH2:28][C:29]#[CH:30].